From a dataset of TCR-epitope binding with 47,182 pairs between 192 epitopes and 23,139 TCRs. Binary Classification. Given a T-cell receptor sequence (or CDR3 region) and an epitope sequence, predict whether binding occurs between them. (1) The epitope is KAYNVTQAF. The TCR CDR3 sequence is CASSHPESYEQYF. Result: 1 (the TCR binds to the epitope). (2) The epitope is AVFDRKSDAK. The TCR CDR3 sequence is CASSFPLALNTGELFF. Result: 1 (the TCR binds to the epitope). (3) The epitope is FLNGSCGSV. The TCR CDR3 sequence is CASSFRGQGADEQFF. Result: 1 (the TCR binds to the epitope).